Task: Predict which catalyst facilitates the given reaction.. Dataset: Catalyst prediction with 721,799 reactions and 888 catalyst types from USPTO (1) Reactant: [CH2:1]([C:3]1[C:4]([C:15]2[S:25][C:18]3[N:19]([CH3:24])[C:20]([CH:22]=O)=[CH:21][C:17]=3[CH:16]=2)=[N:5][C:6]([O:13][CH3:14])=[C:7]([CH:12]=1)[C:8]([O:10][CH3:11])=[O:9])[CH3:2].[NH:26]1[CH2:30][CH2:29][CH2:28][CH2:27]1.CC(O)=O.[BH-](OC(C)=O)(OC(C)=O)OC(C)=O.[Na+]. Product: [CH2:1]([C:3]1[C:4]([C:15]2[S:25][C:18]3[N:19]([CH3:24])[C:20]([CH2:22][N:26]4[CH2:30][CH2:29][CH2:28][CH2:27]4)=[CH:21][C:17]=3[CH:16]=2)=[N:5][C:6]([O:13][CH3:14])=[C:7]([CH:12]=1)[C:8]([O:10][CH3:11])=[O:9])[CH3:2]. The catalyst class is: 68. (2) Reactant: [Br:1][C:2]1[CH:7]=[CH:6][C:5]([OH:8])=[CH:4][CH:3]=1.Br[CH2:10][C:11]([CH3:15])([CH3:14])[CH2:12][OH:13].C(=O)([O-])[O-].[K+].[K+]. Product: [Br:1][C:2]1[CH:7]=[CH:6][C:5]([O:8][CH2:10][C:11]([CH3:15])([CH3:14])[CH2:12][OH:13])=[CH:4][CH:3]=1. The catalyst class is: 3. (3) Reactant: [CH3:1][O:2][C:3](=[O:13])[CH2:4][CH2:5][CH2:6][CH2:7][CH:8]([OH:12])[C:9]([OH:11])=O.S(=[N:16][C:17]1[CH:22]=[CH:21][CH:20]=[CH:19][CH:18]=1)=O.N1C=NC=N1. Product: [CH3:1][O:2][C:3](=[O:13])[CH2:4][CH2:5][CH2:6][CH2:7][CH:8]([OH:12])[C:9](=[O:11])[NH:16][C:17]1[CH:22]=[CH:21][CH:20]=[CH:19][CH:18]=1. The catalyst class is: 2.